This data is from Full USPTO retrosynthesis dataset with 1.9M reactions from patents (1976-2016). The task is: Predict the reactants needed to synthesize the given product. (1) Given the product [C:1]([O:5][C:6]([NH:8][C@H:9]([CH2:21][C:22]1[CH:27]=[C:26]([F:28])[C:25]([F:29])=[CH:24][C:23]=1[F:30])[CH2:10][C:11]([N:13]1[CH2:17][CH2:16][S:15][CH:14]1[C:18]([N:57]1[CH2:56][CH2:55][C:54]2[C:59](=[CH:60][C:51]([O:50][CH:46]([CH:47]([CH3:48])[CH3:49])[C:45]([O:44][CH2:42][CH3:43])=[O:61])=[CH:52][CH:53]=2)[CH2:58]1)=[O:19])=[O:12])=[O:7])([CH3:3])([CH3:2])[CH3:4], predict the reactants needed to synthesize it. The reactants are: [C:1]([O:5][C:6]([NH:8][C@H:9]([CH2:21][C:22]1[CH:27]=[C:26]([F:28])[C:25]([F:29])=[CH:24][C:23]=1[F:30])[CH2:10][C:11]([N:13]1[CH2:17][CH2:16][S:15][CH:14]1[C:18](O)=[O:19])=[O:12])=[O:7])([CH3:4])([CH3:3])[CH3:2].CCN=C=NCCCN(C)C.[CH2:42]([O:44][C:45](=[O:61])[CH:46]([O:50][C:51]1[CH:60]=[C:59]2[C:54]([CH2:55][CH2:56][NH:57][CH2:58]2)=[CH:53][CH:52]=1)[CH:47]([CH3:49])[CH3:48])[CH3:43].Cl.C(N(CC)CC)C. (2) Given the product [F:15][C:16]1[CH:21]=[CH:20][C:19]([O:22][CH3:23])=[CH:18][C:17]=1[C:2]1[N:3]=[CH:4][C:5]([C:11]([O:13][CH3:14])=[O:12])=[N:6][C:7]=1[CH:8]([CH3:10])[CH3:9], predict the reactants needed to synthesize it. The reactants are: Br[C:2]1[N:3]=[CH:4][C:5]([C:11]([O:13][CH3:14])=[O:12])=[N:6][C:7]=1[CH:8]([CH3:10])[CH3:9].[F:15][C:16]1[CH:21]=[CH:20][C:19]([O:22][CH3:23])=[CH:18][C:17]=1B(O)O.C(=O)([O-])[O-].[K+].[K+]. (3) Given the product [O:19]1[CH2:20][CH2:21][N:16]([C:2]2[CH:3]=[C:4]([C:12]([O:14][CH3:15])=[O:13])[CH:5]=[C:6]([CH:11]=2)[C:7]([O:9][CH3:10])=[O:8])[CH2:17][CH2:18]1, predict the reactants needed to synthesize it. The reactants are: Br[C:2]1[CH:3]=[C:4]([C:12]([O:14][CH3:15])=[O:13])[CH:5]=[C:6]([CH:11]=1)[C:7]([O:9][CH3:10])=[O:8].[NH:16]1[CH2:21][CH2:20][O:19][CH2:18][CH2:17]1.C(=O)([O-])[O-].[Cs+].[Cs+]. (4) Given the product [CH:1]1([N:4]2[C:9]3[N:10]=[C:11]([NH:37][CH:34]4[CH2:35][CH2:36][N:31]([S:28]([CH3:27])(=[O:30])=[O:29])[CH2:32][CH2:33]4)[N:12]=[CH:13][C:8]=3[CH:7]=[C:6]([O:18][C:19]3[CH:24]=[CH:23][CH:22]=[CH:21][C:20]=3[F:25])[C:5]2=[O:26])[CH2:3][CH2:2]1, predict the reactants needed to synthesize it. The reactants are: [CH:1]1([N:4]2[C:9]3[N:10]=[C:11](S(C)(=O)=O)[N:12]=[CH:13][C:8]=3[CH:7]=[C:6]([O:18][C:19]3[CH:24]=[CH:23][CH:22]=[CH:21][C:20]=3[F:25])[C:5]2=[O:26])[CH2:3][CH2:2]1.[CH3:27][S:28]([N:31]1[CH2:36][CH2:35][CH:34]([NH2:37])[CH2:33][CH2:32]1)(=[O:30])=[O:29].C(OCC)(=O)C.O. (5) Given the product [CH2:1]([N:8]1[CH2:13][CH2:12][O:11][C@H:10]([OH:14])[C@H:9]1[C:15]1[CH:20]=[CH:19][CH:18]=[CH:17][CH:16]=1)[C:2]1[CH:3]=[CH:4][CH:5]=[CH:6][CH:7]=1, predict the reactants needed to synthesize it. The reactants are: [CH2:1]([N:8]1[CH2:13][CH2:12][O:11][C:10](=[O:14])[C@H:9]1[C:15]1[CH:20]=[CH:19][CH:18]=[CH:17][CH:16]=1)[C:2]1[CH:7]=[CH:6][CH:5]=[CH:4][CH:3]=1.CC(C[AlH]CC(C)C)C. (6) Given the product [OH:1][C@@H:2]1[C@H:6]([OH:7])[C@@H:5]([CH2:8][OH:9])[O:4][C@H:3]1[N:10]1[CH:18]=[N:17][C:16]2[C:11]1=[N:12][C:13]([C:34]([NH:38][CH2:39][CH2:40][N:41]1[CH2:46][CH2:45][O:44][CH2:43][CH2:42]1)=[O:35])=[N:14][C:15]=2[NH:19][CH2:20][CH:21]([C:28]1[CH:33]=[CH:32][CH:31]=[CH:30][CH:29]=1)[C:22]1[CH:23]=[CH:24][CH:25]=[CH:26][CH:27]=1, predict the reactants needed to synthesize it. The reactants are: [OH:1][C@@H:2]1[C@H:6]([OH:7])[C@@H:5]([CH2:8][OH:9])[O:4][C@H:3]1[N:10]1[CH:18]=[N:17][C:16]2[C:11]1=[N:12][C:13]([C:34](OC)=[O:35])=[N:14][C:15]=2[NH:19][CH2:20][CH:21]([C:28]1[CH:33]=[CH:32][CH:31]=[CH:30][CH:29]=1)[C:22]1[CH:27]=[CH:26][CH:25]=[CH:24][CH:23]=1.[NH2:38][CH2:39][CH2:40][N:41]1[CH2:46][CH2:45][O:44][CH2:43][CH2:42]1.